This data is from Forward reaction prediction with 1.9M reactions from USPTO patents (1976-2016). The task is: Predict the product of the given reaction. (1) The product is: [C:1]([O:5][C:6]([N:8]1[CH2:13][CH2:12][CH2:11][CH:10]([CH2:14][NH:15][C:16]2[CH:21]=[CH:20][CH:19]=[CH:18][C:17]=2[F:22])[CH2:9]1)=[O:7])([CH3:4])([CH3:2])[CH3:3]. Given the reactants [C:1]([O:5][C:6]([N:8]1[CH2:13][CH2:12][CH2:11][CH:10]([C:14](=O)[NH:15][C:16]2[CH:21]=[CH:20][CH:19]=[CH:18][C:17]=2[F:22])[CH2:9]1)=[O:7])([CH3:4])([CH3:3])[CH3:2].B.C1COCC1, predict the reaction product. (2) Given the reactants [Br:1][C:2]1[C:3](=[O:19])[NH:4][C:5]([CH3:18])=[CH:6][C:7]=1[O:8][CH2:9][C:10]1[CH:17]=[CH:16][CH:15]=[CH:14][C:11]=1[C:12]#[N:13].Br[CH2:21][C:22]1[CH:31]=[CH:30][C:25]([C:26]([O:28][CH3:29])=[O:27])=[CH:24][CH:23]=1.[H-].[Na+], predict the reaction product. The product is: [Br:1][C:2]1[C:3](=[O:19])[N:4]([CH2:21][C:22]2[CH:31]=[CH:30][C:25]([C:26]([O:28][CH3:29])=[O:27])=[CH:24][CH:23]=2)[C:5]([CH3:18])=[CH:6][C:7]=1[O:8][CH2:9][C:10]1[CH:17]=[CH:16][CH:15]=[CH:14][C:11]=1[C:12]#[N:13]. (3) Given the reactants [OH:1][CH:2]([C:7]1[N:12]([CH3:13])[C:11](=[O:14])[C:10]2[NH:15][CH:16]=[CH:17][C:9]=2[C:8]=1[C:18]1[CH:23]=[CH:22][C:21]([CH3:24])=[CH:20][CH:19]=1)[C:3]([O:5][CH3:6])=[O:4].[C:25]([O-])([O-])=O.[Cs+].[Cs+].CI.Cl, predict the reaction product. The product is: [CH3:25][N:15]1[C:10]2[C:11](=[O:14])[N:12]([CH3:13])[C:7]([CH:2]([OH:1])[C:3]([O:5][CH3:6])=[O:4])=[C:8]([C:18]3[CH:19]=[CH:20][C:21]([CH3:24])=[CH:22][CH:23]=3)[C:9]=2[CH:17]=[CH:16]1. (4) Given the reactants [N:1]([CH2:4][C:5]([C:8]1[CH:13]=[CH:12][CH:11]=[CH:10][N:9]=1)([F:7])[F:6])=[N+]=[N-], predict the reaction product. The product is: [F:7][C:5]([F:6])([C:8]1[CH:13]=[CH:12][CH:11]=[CH:10][N:9]=1)[CH2:4][NH2:1]. (5) Given the reactants [CH2:1]([O:3][C:4](=[O:16])[CH2:5][N:6]1[C:14]2[CH2:13][CH2:12][CH2:11][CH:10]([NH2:15])[C:9]=2[CH:8]=[N:7]1)[CH3:2].[N+:17]([C:20]1[CH:21]=[C:22]([S:26](Cl)(=[O:28])=[O:27])[CH:23]=[CH:24][CH:25]=1)([O-:19])=[O:18], predict the reaction product. The product is: [CH2:1]([O:3][C:4](=[O:16])[CH2:5][N:6]1[C:14]2[CH2:13][CH2:12][CH2:11][CH:10]([NH:15][S:26]([C:22]3[CH:23]=[CH:24][CH:25]=[C:20]([N+:17]([O-:19])=[O:18])[CH:21]=3)(=[O:27])=[O:28])[C:9]=2[CH:8]=[N:7]1)[CH3:2]. (6) The product is: [Cl:21][C:15]1[C:14]([C:13]([F:22])([F:12])[F:23])=[CH:19][N:18]=[C:17]([NH:1][C:2]2[CH:10]=[CH:9][CH:8]=[C:7]3[C:3]=2[CH2:4][C:5](=[O:11])[NH:6]3)[N:16]=1. Given the reactants [NH2:1][C:2]1[CH:10]=[CH:9][CH:8]=[C:7]2[C:3]=1[CH2:4][C:5](=[O:11])[NH:6]2.[F:12][C:13]([F:23])([F:22])[C:14]1[C:15]([Cl:21])=[N:16][C:17](Cl)=[N:18][CH:19]=1.ClCCCl.C(O)(C)(C)C.CCN(CC)CC, predict the reaction product. (7) Given the reactants [Cl:1][C:2]1[CH:14]=[CH:13][CH:12]=[CH:11][C:3]=1[C:4]([CH2:6][C:7]([O:9][CH3:10])=[O:8])=[O:5].CO[CH:17](OC)[N:18]([CH3:20])[CH3:19], predict the reaction product. The product is: [Cl:1][C:2]1[CH:14]=[CH:13][CH:12]=[CH:11][C:3]=1[C:4](=[O:5])[C:6](=[CH:17][N:18]([CH3:20])[CH3:19])[C:7]([O:9][CH3:10])=[O:8].